This data is from NCI-60 drug combinations with 297,098 pairs across 59 cell lines. The task is: Regression. Given two drug SMILES strings and cell line genomic features, predict the synergy score measuring deviation from expected non-interaction effect. (1) Drug 1: CC1=C2C(C(=O)C3(C(CC4C(C3C(C(C2(C)C)(CC1OC(=O)C(C(C5=CC=CC=C5)NC(=O)OC(C)(C)C)O)O)OC(=O)C6=CC=CC=C6)(CO4)OC(=O)C)OC)C)OC. Drug 2: CN1C2=C(C=C(C=C2)N(CCCl)CCCl)N=C1CCCC(=O)O.Cl. Cell line: SK-MEL-2. Synergy scores: CSS=42.6, Synergy_ZIP=0.510, Synergy_Bliss=-0.337, Synergy_Loewe=-35.5, Synergy_HSA=-0.874. (2) Drug 1: CC1=CC=C(C=C1)C2=CC(=NN2C3=CC=C(C=C3)S(=O)(=O)N)C(F)(F)F. Drug 2: CCC(=C(C1=CC=CC=C1)C2=CC=C(C=C2)OCCN(C)C)C3=CC=CC=C3.C(C(=O)O)C(CC(=O)O)(C(=O)O)O. Cell line: MALME-3M. Synergy scores: CSS=2.10, Synergy_ZIP=3.96, Synergy_Bliss=9.09, Synergy_Loewe=2.80, Synergy_HSA=2.47. (3) Drug 1: C1=CC(=CC=C1CCCC(=O)O)N(CCCl)CCCl. Drug 2: CCC1=C2CN3C(=CC4=C(C3=O)COC(=O)C4(CC)O)C2=NC5=C1C=C(C=C5)O. Cell line: HS 578T. Synergy scores: CSS=10.2, Synergy_ZIP=-10.3, Synergy_Bliss=-12.2, Synergy_Loewe=-7.85, Synergy_HSA=-7.53. (4) Drug 1: CC(C)(C#N)C1=CC(=CC(=C1)CN2C=NC=N2)C(C)(C)C#N. Drug 2: B(C(CC(C)C)NC(=O)C(CC1=CC=CC=C1)NC(=O)C2=NC=CN=C2)(O)O. Cell line: NCI-H522. Synergy scores: CSS=51.4, Synergy_ZIP=1.55, Synergy_Bliss=2.67, Synergy_Loewe=-16.1, Synergy_HSA=0.570. (5) Drug 1: CCC1=C2CN3C(=CC4=C(C3=O)COC(=O)C4(CC)O)C2=NC5=C1C=C(C=C5)O. Drug 2: C1CN(CCN1C(=O)CCBr)C(=O)CCBr. Cell line: COLO 205. Synergy scores: CSS=47.3, Synergy_ZIP=-7.49, Synergy_Bliss=-2.12, Synergy_Loewe=-27.0, Synergy_HSA=0.222. (6) Drug 1: CC1=CC=C(C=C1)C2=CC(=NN2C3=CC=C(C=C3)S(=O)(=O)N)C(F)(F)F. Drug 2: C1CNP(=O)(OC1)N(CCCl)CCCl. Cell line: NCIH23. Synergy scores: CSS=-8.38, Synergy_ZIP=1.38, Synergy_Bliss=-2.19, Synergy_Loewe=-4.50, Synergy_HSA=-4.23. (7) Drug 1: C1CCN(CC1)CCOC2=CC=C(C=C2)C(=O)C3=C(SC4=C3C=CC(=C4)O)C5=CC=C(C=C5)O. Drug 2: C1CC(C1)(C(=O)O)C(=O)O.[NH2-].[NH2-].[Pt+2]. Cell line: T-47D. Synergy scores: CSS=20.0, Synergy_ZIP=-6.13, Synergy_Bliss=-4.00, Synergy_Loewe=1.18, Synergy_HSA=1.25. (8) Drug 1: CS(=O)(=O)CCNCC1=CC=C(O1)C2=CC3=C(C=C2)N=CN=C3NC4=CC(=C(C=C4)OCC5=CC(=CC=C5)F)Cl. Drug 2: CC1CC(C(C(C=C(C(C(C=CC=C(C(=O)NC2=CC(=O)C(=C(C1)C2=O)OC)C)OC)OC(=O)N)C)C)O)OC. Cell line: NCI-H460. Synergy scores: CSS=56.2, Synergy_ZIP=4.06, Synergy_Bliss=4.78, Synergy_Loewe=5.39, Synergy_HSA=7.03. (9) Drug 1: CC1=C2C(C(=O)C3(C(CC4C(C3C(C(C2(C)C)(CC1OC(=O)C(C(C5=CC=CC=C5)NC(=O)OC(C)(C)C)O)O)OC(=O)C6=CC=CC=C6)(CO4)OC(=O)C)O)C)O. Synergy scores: CSS=48.5, Synergy_ZIP=1.69, Synergy_Bliss=-8.06, Synergy_Loewe=-71.9, Synergy_HSA=-9.82. Cell line: HT29. Drug 2: C(CN)CNCCSP(=O)(O)O. (10) Drug 1: CC12CCC3C(C1CCC2O)C(CC4=C3C=CC(=C4)O)CCCCCCCCCS(=O)CCCC(C(F)(F)F)(F)F. Drug 2: CCCCCOC(=O)NC1=NC(=O)N(C=C1F)C2C(C(C(O2)C)O)O. Cell line: MCF7. Synergy scores: CSS=14.1, Synergy_ZIP=5.08, Synergy_Bliss=2.59, Synergy_Loewe=-13.4, Synergy_HSA=-1.50.